The task is: Predict the reactants needed to synthesize the given product.. This data is from Full USPTO retrosynthesis dataset with 1.9M reactions from patents (1976-2016). (1) Given the product [CH2:14]([O:16][C:17](=[O:22])[CH:18]([O:12][C:8]1[CH:9]=[C:10]2[C:5](=[C:6]([F:13])[CH:7]=1)[N:4]=[CH:3][C:2]([Br:1])=[CH:11]2)[S:19][CH3:20])[CH3:15], predict the reactants needed to synthesize it. The reactants are: [Br:1][C:2]1[CH:3]=[N:4][C:5]2[C:10]([CH:11]=1)=[CH:9][C:8]([OH:12])=[CH:7][C:6]=2[F:13].[CH2:14]([O:16][C:17](=[O:22])[CH:18](Cl)[S:19][CH3:20])[CH3:15]. (2) Given the product [C:38]([O:19][CH2:18][CH:16]1[CH2:17][CH:12]([N:11]([C:9]([O:8][CH2:1][C:2]2[CH:7]=[CH:6][CH:5]=[CH:4][CH:3]=2)=[O:10])[CH2:27][CH:28]([CH3:30])[CH3:29])[CH2:13][N:14]([C:20]([O:22][C:23]([CH3:24])([CH3:25])[CH3:26])=[O:21])[CH2:15]1)(=[O:40])[CH3:39], predict the reactants needed to synthesize it. The reactants are: [CH2:1]([O:8][C:9]([N:11]([CH2:27][CH:28]([CH3:30])[CH3:29])[CH:12]1[CH2:17][CH:16]([CH2:18][OH:19])[CH2:15][N:14]([C:20]([O:22][C:23]([CH3:26])([CH3:25])[CH3:24])=[O:21])[CH2:13]1)=[O:10])[C:2]1[CH:7]=[CH:6][CH:5]=[CH:4][CH:3]=1.C(N(CC)CC)C.[C:38](Cl)(=[O:40])[CH3:39]. (3) Given the product [CH:9]1([C:15](=[O:16])[CH2:6][C:7]#[N:8])[CH2:14][CH2:13][CH2:12][CH2:11][CH2:10]1, predict the reactants needed to synthesize it. The reactants are: C([Li])CCC.[CH3:6][C:7]#[N:8].[CH:9]1([C:15](OC)=[O:16])[CH2:14][CH2:13][CH2:12][CH2:11][CH2:10]1. (4) The reactants are: [C:1]([C:3]1[CH:8]=[C:7]([C:9]#[N:10])[CH:6]=[CH:5][N:4]=1)#[N:2].FC(F)(F)S([O-])(=O)=O.[Yb+3].FC(F)(F)S([O-])(=O)=O.FC(F)(F)S([O-])(=O)=O.[F:36][C:37]1[CH:42]=[CH:41][C:40]([C:43]([C:48]2[CH:49]=[N:50][C:51]([F:54])=[CH:52][CH:53]=2)(N)[C@@H:44]([NH2:46])[CH3:45])=[CH:39][CH:38]=1. Given the product [C:9]([C:7]1[CH:6]=[CH:5][N:4]=[C:3]([C:1]2[NH:46][C@@H:44]([CH3:45])[C:43]([C:40]3[CH:41]=[CH:42][C:37]([F:36])=[CH:38][CH:39]=3)([C:48]3[CH:49]=[N:50][C:51]([F:54])=[CH:52][CH:53]=3)[N:2]=2)[CH:8]=1)#[N:10], predict the reactants needed to synthesize it. (5) The reactants are: [I:1][C:2]1[CH:7]=[CH:6][CH:5]=[CH:4][C:3]=1[OH:8].[CH3:9][O:10][CH2:11][CH2:12][CH2:13]O.C1(P(C2C=CC=CC=2)C2C=CC=CC=2)C=CC=CC=1.N(C(OC(C)C)=O)=NC(OC(C)C)=O. Given the product [I:1][C:2]1[CH:7]=[CH:6][CH:5]=[CH:4][C:3]=1[O:8][CH2:13][CH2:12][CH2:11][O:10][CH3:9], predict the reactants needed to synthesize it. (6) Given the product [Br:3][C:4]1[CH:5]=[C:6]2[C:10](=[CH:11][CH:12]=1)[NH:9][N:8]=[C:7]2[I:13], predict the reactants needed to synthesize it. The reactants are: [OH-].[K+].[Br:3][C:4]1[CH:5]=[C:6]2[C:10](=[CH:11][CH:12]=1)[NH:9][N:8]=[CH:7]2.[I:13]I. (7) Given the product [Cl:17][CH2:13][C:3]1[CH:4]=[C:5]([N:8]2[N:12]=[CH:11][CH:10]=[N:9]2)[CH:6]=[CH:7][C:2]=1[CH3:1], predict the reactants needed to synthesize it. The reactants are: [CH3:1][C:2]1[CH:7]=[CH:6][C:5]([N:8]2[N:12]=[CH:11][CH:10]=[N:9]2)=[CH:4][C:3]=1[CH2:13]O.S(Cl)([Cl:17])=O.